Predict the reactants needed to synthesize the given product. From a dataset of Full USPTO retrosynthesis dataset with 1.9M reactions from patents (1976-2016). (1) The reactants are: [Cl:1][C:2]1[CH:3]=[C:4]([CH:30]=[CH:31][C:32]=1[F:33])[CH2:5][N:6]1[CH2:15][CH2:14][C:13]2[C:8](=[C:9]([O:27][CH3:28])[C:10](=[O:26])[N:11]3[CH2:21][CH2:20][CH2:19][CH2:18][N:17]([CH2:22][CH2:23][OH:24])[C:16](=[O:25])[C:12]3=2)[C:7]1=[O:29].[CH:34](N(C(C)C)CC)(C)C.[CH3:43][S:44](O[S:44]([CH3:43])(=[O:46])=[O:45])(=[O:46])=[O:45]. Given the product [Cl:1][C:2]1[CH:3]=[C:4]([CH:30]=[CH:31][C:32]=1[F:33])[CH2:5][N:6]1[CH2:15][CH2:14][C:13]2[C:8](=[C:9]([O:27][CH2:28][CH3:34])[C:10](=[O:26])[N:11]3[CH2:21][CH2:20][CH2:19][CH2:18][N:17]([CH2:22][CH2:23][O:24][S:44]([CH3:43])(=[O:46])=[O:45])[C:16](=[O:25])[C:12]3=2)[C:7]1=[O:29], predict the reactants needed to synthesize it. (2) Given the product [Br:20][C:17]1[CH:16]=[CH:15][C:14]([CH2:13][CH2:12][N:23]2[CH2:24][CH2:25][CH2:22][CH2:21]2)=[CH:19][CH:18]=1, predict the reactants needed to synthesize it. The reactants are: CC1C=CC(S(O[CH2:12][CH2:13][C:14]2[CH:19]=[CH:18][C:17]([Br:20])=[CH:16][CH:15]=2)(=O)=O)=CC=1.[CH2:21]([N:23](CC)[CH2:24][CH3:25])[CH3:22].N1CCCC1.